This data is from Forward reaction prediction with 1.9M reactions from USPTO patents (1976-2016). The task is: Predict the product of the given reaction. (1) Given the reactants [Cl:1][C:2]1[C:10]([Cl:11])=[CH:9][C:5]([C:6]([NH2:8])=[O:7])=[C:4]([N+:12]([O-])=O)[CH:3]=1.N, predict the reaction product. The product is: [NH2:12][C:4]1[CH:3]=[C:2]([Cl:1])[C:10]([Cl:11])=[CH:9][C:5]=1[C:6]([NH2:8])=[O:7]. (2) The product is: [CH3:1][O:2][C:3]1[CH:4]=[C:5]2[C:10](=[CH:11][C:12]=1[O:13][CH3:14])[N:9]=[CH:8][CH:7]=[C:6]2[O:15][C:16]1[CH:22]=[CH:21][C:19]([NH:20][C:37]([NH:45][C:46]2[S:47][C:48]([CH2:51][CH3:52])=[N:49][N:50]=2)=[O:43])=[CH:18][C:17]=1[CH3:23]. Given the reactants [CH3:1][O:2][C:3]1[CH:4]=[C:5]2[C:10](=[CH:11][C:12]=1[O:13][CH3:14])[N:9]=[CH:8][CH:7]=[C:6]2[O:15][C:16]1[CH:22]=[CH:21][C:19]([NH2:20])=[CH:18][C:17]=1[CH3:23].C(N(C(C)C)CC)(C)C.ClC(Cl)(O[C:37](=[O:43])OC(Cl)(Cl)Cl)Cl.[NH2:45][C:46]1[S:47][C:48]([CH2:51][CH3:52])=[N:49][N:50]=1, predict the reaction product. (3) Given the reactants [NH:1]1[C:5]([CH2:6][C:7](O)=O)=[N:4][N:3]=[N:2]1.[NH2:10][C:11]1[C:12](=[O:33])[N:13]([CH2:30][CH2:31][CH3:32])[C:14](=[O:29])[N:15]([CH2:18][CH2:19][C:20]2[CH:25]=[CH:24][C:23]([N+:26]([O-:28])=[O:27])=[CH:22][CH:21]=2)[C:16]=1[NH2:17], predict the reaction product. The product is: [N+:26]([C:23]1[CH:24]=[CH:25][C:20]([CH2:19][CH2:18][N:15]2[C:16]3[N:17]=[C:7]([CH2:6][C:5]4[NH:1][N:2]=[N:3][N:4]=4)[NH:10][C:11]=3[C:12](=[O:33])[N:13]([CH2:30][CH2:31][CH3:32])[C:14]2=[O:29])=[CH:21][CH:22]=1)([O-:28])=[O:27].